From a dataset of Forward reaction prediction with 1.9M reactions from USPTO patents (1976-2016). Predict the product of the given reaction. (1) The product is: [NH2:19][CH2:18][CH2:17][C:14]1[CH:15]=[CH:16][C:11]([S:8]([C:5]2[CH:6]=[CH:7][C:2]([OH:1])=[C:3]([CH2:26][C:27]([O:29][CH2:32][CH3:33])=[O:28])[CH:4]=2)(=[O:9])=[O:10])=[CH:12][CH:13]=1. Given the reactants [OH:1][C:2]1[CH:7]=[CH:6][C:5]([S:8]([C:11]2[CH:16]=[CH:15][C:14]([CH2:17][CH2:18][NH:19]C(=O)C(F)(F)F)=[CH:13][CH:12]=2)(=[O:10])=[O:9])=[CH:4][C:3]=1[CH2:26][C:27]([O:29]C)=[O:28].Cl.[CH2:32](O)[CH3:33], predict the reaction product. (2) Given the reactants C(OC(=O)[NH:7][CH:8]1[CH2:13][CH2:12][N:11]([CH2:14][CH2:15][N:16]2[C:21]3[CH:22]=[C:23]([F:26])[CH:24]=[CH:25][C:20]=3[O:19][CH2:18][C:17]2=[O:27])[CH2:10][CH2:9]1)(C)(C)C.NC1CCN(CCN2C3C(=CC=C(C#N)C=3)C=CC2=O)CC1, predict the reaction product. The product is: [NH2:7][CH:8]1[CH2:9][CH2:10][N:11]([CH2:14][CH2:15][N:16]2[C:21]3[CH:22]=[C:23]([F:26])[CH:24]=[CH:25][C:20]=3[O:19][CH2:18][C:17]2=[O:27])[CH2:12][CH2:13]1. (3) Given the reactants [Cl:1][C:2]1[CH:7]=[CH:6][C:5]([OH:8])=[C:4]([F:9])[CH:3]=1.[F-].[K+].[F:12][C:13]([F:17])([F:16])[CH2:14]I.O, predict the reaction product. The product is: [Cl:1][C:2]1[CH:7]=[CH:6][C:5]([O:8][CH2:14][C:13]([F:17])([F:16])[F:12])=[C:4]([F:9])[CH:3]=1. (4) Given the reactants [Cl:1][C:2]1[C:14]2[C:13]3[C:8](=[CH:9][CH:10]=[CH:11][CH:12]=3)[C@@:7]([C:16]([F:19])([F:18])[F:17])([OH:15])[C:6]=2[CH:5]=[C:4]([OH:20])[CH:3]=1.Br[CH2:22][CH2:23][C:24]([CH3:36])([CH3:35])[O:25][CH2:26][C:27]1[CH:32]=[CH:31][C:30]([O:33][CH3:34])=[CH:29][CH:28]=1.C(=O)([O-])[O-].[K+].[K+].O, predict the reaction product. The product is: [Cl:1][C:2]1[C:14]2[C:13]3[C:8](=[CH:9][CH:10]=[CH:11][CH:12]=3)[C@@:7]([C:16]([F:18])([F:19])[F:17])([OH:15])[C:6]=2[CH:5]=[C:4]([O:20][CH2:22][CH2:23][C:24]([O:25][CH2:26][C:27]2[CH:28]=[CH:29][C:30]([O:33][CH3:34])=[CH:31][CH:32]=2)([CH3:36])[CH3:35])[CH:3]=1. (5) Given the reactants [CH3:1][C:2]1[CH:3]([C:10]2[CH:17]=[CH:16][CH:15]=[CH:14][C:11]=2[CH:12]=[O:13])[C:4]([CH3:9])=[C:5]([CH3:8])[C:6]=1[CH3:7].[C:18]1([Li])[CH:23]=[CH:22][CH:21]=[CH:20][CH:19]=1.O.C1(C)C=CC=CC=1, predict the reaction product. The product is: [CH3:1][C:2]1[CH:3]([C:10]2[CH:17]=[CH:16][CH:15]=[CH:14][C:11]=2[CH:12]([OH:13])[C:18]2[CH:23]=[CH:22][CH:21]=[CH:20][CH:19]=2)[C:4]([CH3:9])=[C:5]([CH3:8])[C:6]=1[CH3:7]. (6) Given the reactants [NH2:1][CH2:2][CH2:3][CH:4]1[CH2:7][N:6]([CH:8]([C:15]2[CH:20]=[CH:19][CH:18]=[CH:17][CH:16]=2)[C:9]2[CH:14]=[CH:13][CH:12]=[CH:11][CH:10]=2)[CH2:5]1.[C:21]([O:25][C:26](NCC1CN(C(C2C=CC=CC=2)C2C=CC=CC=2)C1)=[O:27])([CH3:24])([CH3:23])[CH3:22], predict the reaction product. The product is: [C:21]([O:25][C:26]([NH:1][CH2:2][CH2:3][CH:4]1[CH2:7][N:6]([CH:8]([C:15]2[CH:20]=[CH:19][CH:18]=[CH:17][CH:16]=2)[C:9]2[CH:10]=[CH:11][CH:12]=[CH:13][CH:14]=2)[CH2:5]1)=[O:27])([CH3:24])([CH3:23])[CH3:22]. (7) Given the reactants [CH3:1][O:2][C:3](=[O:27])[C@H:4]([NH:16][C:17]([O:19][CH2:20][C:21]1[CH:26]=[CH:25][CH:24]=[CH:23][CH:22]=1)=[O:18])[CH2:5][C:6]1[CH:15]=[CH:14][C:9]2[NH:10][C:11](=[O:13])[O:12][C:8]=2[CH:7]=1.[Cl:28]N1C(=O)CCC1=O, predict the reaction product. The product is: [CH3:1][O:2][C:3](=[O:27])[C@H:4]([NH:16][C:17]([O:19][CH2:20][C:21]1[CH:22]=[CH:23][CH:24]=[CH:25][CH:26]=1)=[O:18])[CH2:5][C:6]1[CH:15]=[C:14]([Cl:28])[C:9]2[NH:10][C:11](=[O:13])[O:12][C:8]=2[CH:7]=1.[CH3:1][O:2][C:3](=[O:27])[CH:4]([NH:16][C:17]([O:19][CH2:20][C:21]1[CH:22]=[CH:23][CH:24]=[CH:25][CH:26]=1)=[O:18])[CH2:5][C:6]1[C:15]([Cl:28])=[CH:14][C:9]2[NH:10][C:11](=[O:13])[O:12][C:8]=2[CH:7]=1. (8) Given the reactants [NH:1]1[CH2:6][CH2:5][CH2:4][C@@H:3]([N:7]([C:14]2[C:15]3[CH:22]=[CH:21][N:20]([S:23]([C:26]4[CH:32]=[CH:31][C:29]([CH3:30])=[CH:28][CH:27]=4)(=[O:25])=[O:24])[C:16]=3[N:17]=[CH:18][N:19]=2)[CH2:8][C:9]([O:11][CH2:12][CH3:13])=[O:10])[CH2:2]1.CCN=C=NCCCN(C)C.C1C=CC2N(O)N=NC=2C=1.[Cl:54][C:55]1[CH:56]=[C:57]([NH:62][CH2:63][C:64](O)=[O:65])[CH:58]=[C:59]([Cl:61])[CH:60]=1.CCN(C(C)C)C(C)C, predict the reaction product. The product is: [Cl:54][C:55]1[CH:56]=[C:57]([NH:62][CH2:63][C:64]([N:1]2[CH2:6][CH2:5][CH2:4][C@@H:3]([N:7]([C:14]3[C:15]4[CH:22]=[CH:21][N:20]([S:23]([C:26]5[CH:32]=[CH:31][C:29]([CH3:30])=[CH:28][CH:27]=5)(=[O:25])=[O:24])[C:16]=4[N:17]=[CH:18][N:19]=3)[CH2:8][C:9]([O:11][CH2:12][CH3:13])=[O:10])[CH2:2]2)=[O:65])[CH:58]=[C:59]([Cl:61])[CH:60]=1.